This data is from Forward reaction prediction with 1.9M reactions from USPTO patents (1976-2016). The task is: Predict the product of the given reaction. The product is: [Cl:13][C:14]1[CH:21]=[CH:20][C:17]([C:18]#[N:19])=[C:16]([NH:6][CH:1]2[CH2:5][CH2:4][CH2:3][CH2:2]2)[CH:15]=1. Given the reactants [CH:1]1([NH2:6])[CH2:5][CH2:4][CH2:3][CH2:2]1.C(=O)([O-])[O-].[K+].[K+].[Cl:13][C:14]1[CH:21]=[CH:20][C:17]([C:18]#[N:19])=[C:16](F)[CH:15]=1, predict the reaction product.